Dataset: Full USPTO retrosynthesis dataset with 1.9M reactions from patents (1976-2016). Task: Predict the reactants needed to synthesize the given product. (1) Given the product [CH3:6][C:5]([O:8][C:9]1[CH:14]=[CH:13][CH:12]=[CH:11][C:10]=1[N:15]1[CH2:20][CH2:19][N:18]([CH2:21][CH2:22][CH2:23][CH2:24][O:25][C:26]2[CH:31]=[CH:30][C:29]3[O:32][CH2:33][C:34](=[O:35])[NH:39][C:28]=3[CH:27]=2)[CH2:17][CH2:16]1)([CH3:7])[C:4]([O:3][CH2:1][CH3:2])=[O:42], predict the reactants needed to synthesize it. The reactants are: [CH2:1]([O:3][C:4](=[O:42])[C:5]([O:8][C:9]1[CH:14]=[CH:13][CH:12]=[CH:11][C:10]=1[N:15]1[CH2:20][CH2:19][N:18]([CH2:21][CH2:22][CH2:23][CH2:24][O:25][C:26]2[CH:31]=[CH:30][C:29]([O:32][CH2:33][C:34](OCC)=[O:35])=[C:28]([N+:39]([O-])=O)[CH:27]=2)[CH2:17][CH2:16]1)([CH3:7])[CH3:6])[CH3:2].O=C1COC2C=CC(OCCCCN3CCN(C4C=CC=CC=4OCCCC(OCC)=O)CC3)=CC=2N1. (2) Given the product [OH:29][C:2]1[N:7]=[CH:6][C:5]([C:8]2[CH:9]=[N:10][N:11]3[C:17](=[O:18])[CH:16]=[C:15]([C:21]4[CH:26]=[CH:25][CH:24]=[CH:23][CH:22]=4)[NH:13][C:12]=23)=[CH:4][CH:3]=1, predict the reactants needed to synthesize it. The reactants are: F[C:2]1[N:7]=[CH:6][C:5]([C:8]2[CH:9]=[N:10][NH:11][C:12]=2[NH2:13])=[CH:4][CH:3]=1.O=[C:15]([C:21]1[CH:26]=[CH:25][CH:24]=[CH:23][CH:22]=1)[CH2:16][C:17](OC)=[O:18].C(O)(=[O:29])C. (3) Given the product [F:18][C:19]1[CH:26]=[CH:25][C:24]([F:27])=[CH:23][C:20]=1[CH:21]([OH:22])[C:2]1[S:3][CH:4]=[CH:5][N:6]=1, predict the reactants needed to synthesize it. The reactants are: Br[C:2]1[S:3][CH:4]=[CH:5][N:6]=1.CCCCCC.C([Li])CCC.[F:18][C:19]1[CH:26]=[CH:25][C:24]([F:27])=[CH:23][C:20]=1[CH:21]=[O:22].[Cl-].[NH4+]. (4) Given the product [CH3:1][C@H:2]1[C@@H:7]([N:8]([C:10]2[N:18]=[CH:17][N:16]=[C:15]3[C:11]=2[CH:12]=[CH:13][NH:14]3)[CH3:9])[CH2:6][N:5]([C:19]([CH2:21][C:22]#[N:23])=[O:20])[CH2:4][CH2:3]1.[ClH:24], predict the reactants needed to synthesize it. The reactants are: [CH3:1][C@H:2]1[C@@H:7]([N:8]([C:10]2[N:18]=[CH:17][N:16]=[C:15]3[C:11]=2[CH:12]=[CH:13][NH:14]3)[CH3:9])[CH2:6][N:5]([C:19]([CH2:21][C:22]#[N:23])=[O:20])[CH2:4][CH2:3]1.[ClH:24]. (5) Given the product [CH2:16]1[C:15]2([CH2:18][C@@H:19]([CH2:20][OH:21])[NH:13][CH2:14]2)[CH2:17]1, predict the reactants needed to synthesize it. The reactants are: O.C([O-])=O.[NH4+].C([N:13]1[C@H:19]([CH2:20][OH:21])[CH2:18][C:15]2([CH2:17][CH2:16]2)[CH2:14]1)C1C=CC=CC=1. (6) Given the product [F:27][C:28]1[CH:49]=[CH:48][C:31]([CH2:32][N:33]2[C:37](=[O:38])[N:36]([C:39]3[S:40][C:41]([C:45]([NH:57][CH2:56][C:52]4[CH:51]=[N:50][CH:55]=[CH:54][CH:53]=4)=[O:47])=[C:42]([CH3:44])[N:43]=3)[CH:35]=[N:34]2)=[CH:30][CH:29]=1, predict the reactants needed to synthesize it. The reactants are: CC1N=C(N2C(=O)N(CC3C=CC(C(F)(F)F)=CC=3)N=C2)SC=1C(O)=O.[F:27][C:28]1[CH:49]=[CH:48][C:31]([CH2:32][N:33]2[C:37](=[O:38])[N:36]([C:39]3[S:40][C:41]([C:45]([OH:47])=O)=[C:42]([CH3:44])[N:43]=3)[CH:35]=[N:34]2)=[CH:30][CH:29]=1.[N:50]1[CH:55]=[CH:54][CH:53]=[C:52]([CH2:56][NH2:57])[CH:51]=1. (7) Given the product [F:35][C:12]1[CH:11]=[C:10]([CH:15]=[C:14]([F:16])[C:13]=1[NH:17][C:18]([NH:20][C:21]1[CH:34]=[CH:33][C:24]2[O:25][C:26]([F:31])([F:32])[O:27][C:28]([F:29])([F:30])[C:23]=2[CH:22]=1)=[O:19])[O:9][C:7]1[CH:6]=[CH:5][N:4]=[C:3]([C:1]([NH2:2])=[O:37])[CH:8]=1, predict the reactants needed to synthesize it. The reactants are: [C:1]([C:3]1[CH:8]=[C:7]([O:9][C:10]2[CH:15]=[C:14]([F:16])[C:13]([NH:17][C:18]([NH:20][C:21]3[CH:34]=[CH:33][C:24]4[O:25][C:26]([F:32])([F:31])[O:27][C:28]([F:30])([F:29])[C:23]=4[CH:22]=3)=[O:19])=[C:12]([F:35])[CH:11]=2)[CH:6]=[CH:5][N:4]=1)#[N:2].C([O-])([O-])=[O:37].C([O-])([O-])=O.OO.OO.OO.[Na+].[Na+].[Na+].[Na+].